From a dataset of Reaction yield outcomes from USPTO patents with 853,638 reactions. Predict the reaction yield, written as a fraction of the theoretical maximum amount of product (1.0 means a 100% yield; for example, 0.34 means a 34% yield). (1) The reactants are [H-].[Na+].[Br:3][C:4]1[CH:9]=[CH:8][C:7]([CH2:10][C:11]#[N:12])=[CH:6][CH:5]=1.Br[CH2:14][C:15]([O:20][CH3:21])([O:18][CH3:19])[CH2:16]Br.O. The catalyst is CN(C=O)C. The product is [Br:3][C:4]1[CH:9]=[CH:8][C:7]([C:10]2([C:11]#[N:12])[CH2:16][C:15]([O:20][CH3:21])([O:18][CH3:19])[CH2:14]2)=[CH:6][CH:5]=1. The yield is 0.590. (2) The reactants are [F:1][C:2]1[CH:3]=[C:4]([OH:13])[CH:5]=[C:6]2[C:10]=1[C:9]([CH3:12])([CH3:11])[CH2:8][CH2:7]2.[H-].[Na+].[F:16][C:17]([F:36])([F:35])[S:18](N(C1C=CC=CC=1)[S:18]([C:17]([F:36])([F:35])[F:16])(=[O:20])=[O:19])(=[O:20])=[O:19]. The catalyst is C1COCC1. The product is [F:16][C:17]([F:36])([F:35])[S:18]([O:13][C:4]1[CH:5]=[C:6]2[C:10](=[C:2]([F:1])[CH:3]=1)[C:9]([CH3:11])([CH3:12])[CH2:8][CH2:7]2)(=[O:20])=[O:19]. The yield is 0.860. (3) The reactants are [CH2:1]([N:8]1[CH:13]2[CH2:14][CH2:15][CH:9]1[CH2:10][C:11](=O)[CH2:12]2)[C:2]1[CH:7]=[CH:6][CH:5]=[CH:4][CH:3]=1.C([O-])(=O)C.[Na+].[NH2:22][OH:23].Cl.[OH-].[Na+]. The catalyst is CO.O. The product is [CH2:1]([N:8]1[CH:13]2[CH2:14][CH2:15][CH:9]1[CH2:10][C:11](=[N:22][OH:23])[CH2:12]2)[C:2]1[CH:7]=[CH:6][CH:5]=[CH:4][CH:3]=1. The yield is 0.660.